From a dataset of Forward reaction prediction with 1.9M reactions from USPTO patents (1976-2016). Predict the product of the given reaction. (1) Given the reactants [CH2:1]([P:3]([O-:9])[O:4][CH2:5][CH2:6][CH2:7][CH3:8])[CH3:2].[C:10](#[N:13])[CH:11]=[CH2:12], predict the reaction product. The product is: [CH2:1]([P:3]([CH2:12][CH2:11][C:10]#[N:13])(=[O:9])[O:4][CH2:5][CH2:6][CH2:7][CH3:8])[CH3:2]. (2) Given the reactants [CH3:1][O:2][C:3](=[O:25])[C:4]1[CH:9]=[C:8](I)[CH:7]=[N:6][C:5]=1[O:11][C:12]1[CH:17]=[CH:16][C:15]([O:18][C:19]2[CH:24]=[CH:23][CH:22]=[CH:21][CH:20]=2)=[CH:14][CH:13]=1.[C:26]([O:30][C:31]([N:33]1[CH2:37][CH2:36][CH:35]([NH2:38])[CH2:34]1)=[O:32])([CH3:29])([CH3:28])[CH3:27], predict the reaction product. The product is: [CH3:1][O:2][C:3](=[O:25])[C:4]1[CH:9]=[C:8]([NH:38][CH:35]2[CH2:36][CH2:37][N:33]([C:31]([O:30][C:26]([CH3:29])([CH3:28])[CH3:27])=[O:32])[CH2:34]2)[CH:7]=[N:6][C:5]=1[O:11][C:12]1[CH:17]=[CH:16][C:15]([O:18][C:19]2[CH:24]=[CH:23][CH:22]=[CH:21][CH:20]=2)=[CH:14][CH:13]=1. (3) The product is: [Cl:1][C:2]1[N:10]=[C:9]([Cl:11])[CH:8]=[CH:7][C:3]=1[C:4]([N:13]([CH2:14][CH:15]([OH:16])[C:17]1[CH:22]=[CH:21][CH:20]=[CH:19][CH:18]=1)[CH3:12])=[O:5]. Given the reactants [Cl:1][C:2]1[N:10]=[C:9]([Cl:11])[CH:8]=[CH:7][C:3]=1[C:4](Cl)=[O:5].[CH3:12][NH:13][CH2:14][CH:15]([C:17]1[CH:22]=[CH:21][CH:20]=[CH:19][CH:18]=1)[OH:16].CCN(CC)CC, predict the reaction product. (4) Given the reactants Cl[C:2]1[N:7]=[C:6]([NH:8][C:9]2[CH:14]=[CH:13][CH:12]=[CH:11][C:10]=2[C:15]([N:17]2[CH2:21][CH2:20][CH2:19][CH2:18]2)=[O:16])[C:5]([Cl:22])=[CH:4][N:3]=1.[CH3:23][N:24]1[CH2:29][CH2:28][N:27]([CH2:30][C:31]2[CH:37]=[CH:36][C:34]([NH2:35])=[CH:33][CH:32]=2)[CH2:26][CH2:25]1, predict the reaction product. The product is: [Cl:22][C:5]1[C:6]([NH:8][C:9]2[CH:14]=[CH:13][CH:12]=[CH:11][C:10]=2[C:15]([N:17]2[CH2:21][CH2:20][CH2:19][CH2:18]2)=[O:16])=[N:7][C:2]([NH:35][C:34]2[CH:33]=[CH:32][C:31]([CH2:30][N:27]3[CH2:26][CH2:25][N:24]([CH3:23])[CH2:29][CH2:28]3)=[CH:37][CH:36]=2)=[N:3][CH:4]=1. (5) Given the reactants Cl[C:2]1[N:9]=[C:8]([CH3:10])[CH:7]=[C:6]([CH3:11])[C:3]=1[C:4]#[N:5].[CH3:12][O-:13].[Na+], predict the reaction product. The product is: [CH3:12][O:13][C:2]1[N:9]=[C:8]([CH3:10])[CH:7]=[C:6]([CH3:11])[C:3]=1[C:4]#[N:5].